This data is from Forward reaction prediction with 1.9M reactions from USPTO patents (1976-2016). The task is: Predict the product of the given reaction. Given the reactants [NH:1]1[CH2:6][CH2:5][CH:4]([NH:7][S:8]([C:11]2[CH:20]=[CH:19][C:18]3[C:13](=[CH:14][CH:15]=[CH:16][CH:17]=3)[CH:12]=2)(=[O:10])=[O:9])[CH2:3][CH2:2]1.C(N(C(C)C)CC)(C)C.[O:30]([CH2:37][C:38](Cl)=[O:39])[C:31]1[CH:36]=[CH:35][CH:34]=[CH:33][CH:32]=1, predict the reaction product. The product is: [O:30]([CH2:37][C:38]([N:1]1[CH2:2][CH2:3][CH:4]([NH:7][S:8]([C:11]2[CH:20]=[CH:19][C:18]3[C:13](=[CH:14][CH:15]=[CH:16][CH:17]=3)[CH:12]=2)(=[O:10])=[O:9])[CH2:5][CH2:6]1)=[O:39])[C:31]1[CH:36]=[CH:35][CH:34]=[CH:33][CH:32]=1.